From a dataset of Reaction yield outcomes from USPTO patents with 853,638 reactions. Predict the reaction yield, written as a fraction of the theoretical maximum amount of product (1.0 means a 100% yield; for example, 0.34 means a 34% yield). (1) The reactants are [C:1]([O:5][C:6]([NH:8][C:9]1[CH:14]=[CH:13][C:12]([S:15][C:16]2[CH:24]=[CH:23][C:19]([C:20](O)=[O:21])=[CH:18][C:17]=2[NH:25][C:26]2[C:27]3[CH:35]=[CH:34][C:33]([CH:36]([CH3:38])[CH3:37])=[N:32][C:28]=3[N:29]=[CH:30][N:31]=2)=[CH:11][CH:10]=1)=[O:7])([CH3:4])([CH3:3])[CH3:2].[F:39][C:40]1[CH:45]=[CH:44][CH:43]=[CH:42][C:41]=1[CH:46]([NH2:48])[CH3:47]. No catalyst specified. The product is [C:1]([O:5][C:6](=[O:7])[NH:8][C:9]1[CH:14]=[CH:13][C:12]([S:15][C:16]2[CH:24]=[CH:23][C:19]([C:20](=[O:21])[NH:48][CH:46]([C:41]3[CH:42]=[CH:43][CH:44]=[CH:45][C:40]=3[F:39])[CH3:47])=[CH:18][C:17]=2[NH:25][C:26]2[C:27]3[CH:35]=[CH:34][C:33]([CH:36]([CH3:37])[CH3:38])=[N:32][C:28]=3[N:29]=[CH:30][N:31]=2)=[CH:11][CH:10]=1)([CH3:3])([CH3:4])[CH3:2]. The yield is 0.840. (2) The reactants are C([O:4][C@H:5]1[CH2:9][C@H:8]([N:10]2C=N[C:16]3[C:11]2=[N:12][CH:13]=[N:14][C:15]=3[NH:19][C@@H:20]2[C:28]3[C:23](=[CH:24][CH:25]=[CH:26][CH:27]=3)[CH2:22][CH2:21]2)[O:7][C@@H:6]1[CH2:29][O:30][S:31]([NH2:34])(=[O:33])=[O:32])(=O)C.O1CC[CH2:37][CH2:36]1.N.C[OH:42]. No catalyst specified. The product is [S:31](=[O:33])(=[O:32])([O:30][CH2:29][C@@H:6]1[C@@H:5]([OH:4])[C@@H:9]([OH:42])[C@H:8]([N:10]2[C:11]3[N:12]=[CH:13][N:14]=[C:15]([NH:19][C@@H:20]4[C:28]5[C:23](=[CH:24][CH:25]=[CH:26][CH:27]=5)[CH2:22][CH2:21]4)[C:16]=3[CH:37]=[CH:36]2)[O:7]1)[NH2:34]. The yield is 0.660. (3) The reactants are [S:1]1[CH:5]=[CH:4][CH:3]=[C:2]1[C:6]1[C:10](=O)[NH:9][C:8]2=[C:12]([C:16]3[S:17][CH:18]=[CH:19][CH:20]=3)[C:13](=[O:15])[NH:14][C:7]=12.[C:21]([O-:24])([O-])=O.[Cs+].[Cs+].CN(C=O)C.[CH2:32]([CH:36]([CH2:39][CH2:40][CH2:41][CH2:42][CH2:43][CH3:44])[CH2:37]I)[CH2:33][CH2:34][CH3:35]. The catalyst is CCCCCC. The product is [CH2:32]([CH:36]([CH2:39][CH2:40][CH2:41][CH2:42][CH2:43][CH3:44])[CH2:37][N:14]1[C:13](=[O:15])[C:12]([C:16]2[S:17][CH:18]=[CH:19][CH:20]=2)=[C:8]2[N:9]([CH2:10][CH:6]([CH2:2][CH2:3][CH2:4][CH3:5])[CH2:7][CH2:8][CH2:12][CH2:16][CH2:20][CH3:19])[C:21](=[O:24])[C:6]([C:2]3[S:1][CH:5]=[CH:4][CH:3]=3)=[C:7]12)[CH2:33][CH2:34][CH3:35]. The yield is 0.130.